The task is: Predict the reactants needed to synthesize the given product.. This data is from Full USPTO retrosynthesis dataset with 1.9M reactions from patents (1976-2016). (1) Given the product [ClH:37].[N:24]1([C:21]2[N:22]=[CH:23][C:18]([C:15]3[NH:14][C:13]4[CH:12]=[CH:11][CH:10]=[C:9]([C:7]([NH:6][C:2]5[S:1][CH:5]=[CH:4][N:3]=5)=[O:8])[C:17]=4[N:16]=3)=[CH:19][CH:20]=2)[CH2:25][CH2:26][NH:27][CH2:28][CH2:29]1, predict the reactants needed to synthesize it. The reactants are: [S:1]1[CH:5]=[CH:4][N:3]=[C:2]1[NH:6][C:7]([C:9]1[C:17]2[N:16]=[C:15]([C:18]3[CH:19]=[CH:20][C:21]([N:24]4[CH2:29][CH2:28][N:27](C(OC(C)(C)C)=O)[CH2:26][CH2:25]4)=[N:22][CH:23]=3)[NH:14][C:13]=2[CH:12]=[CH:11][CH:10]=1)=[O:8].[ClH:37]. (2) Given the product [C:7]([NH:6][C:14]1[CH:15]=[CH:16][CH:17]=[CH:18][CH:19]=1)(=[O:3])[CH3:8], predict the reactants needed to synthesize it. The reactants are: CS(Cl)(=O)=[O:3].[N:6]1C=CC=[CH:8][CH:7]=1.C(=NO)([C:14]1[CH:19]=[CH:18][CH:17]=[CH:16][CH:15]=1)C.N1C=CC=CC=1. (3) Given the product [CH2:1]([O:3][C:4](=[O:14])[C:5](=[N:26][NH:25][CH2:24][CH2:23][CH:22]([CH3:27])[CH3:21])[CH:6]=[C:8]1[CH2:12][CH2:11][CH2:10][CH2:9]1)[CH3:2], predict the reactants needed to synthesize it. The reactants are: [CH2:1]([O:3][C:4](=[O:14])[C:5](=O)[CH:6]([CH:8]1[CH2:12][CH2:11][CH2:10][CH2:9]1)O)[CH3:2].C(O)(=O)C(O)=O.[CH3:21][CH:22]([CH3:27])[CH2:23][CH2:24][NH:25][NH2:26].CC([O-])=O.[Na+]. (4) The reactants are: [CH3:1][C:2]1[N:3]=[CH:4][C:5]([C:8]([OH:10])=O)=[N:6][CH:7]=1.CN(C)C=O.ON1C2C=CC=CC=2N=N1.C(N(CC)C(C)C)(C)C.[CH2:35]([NH:37][C:38]([NH:40][C:41]1[CH:46]=[CH:45][C:44]([C:47]2[N:48]=[C:49]([N:57]3[CH2:62][CH2:61][O:60][CH2:59][CH2:58]3)[C:50]3[CH2:56][CH2:55][NH:54][CH2:53][C:51]=3[N:52]=2)=[CH:43][CH:42]=1)=[O:39])[CH3:36]. Given the product [CH2:35]([NH:37][C:38]([NH:40][C:41]1[CH:42]=[CH:43][C:44]([C:47]2[N:48]=[C:49]([N:57]3[CH2:58][CH2:59][O:60][CH2:61][CH2:62]3)[C:50]3[CH2:56][CH2:55][N:54]([C:8]([C:5]4[CH:4]=[N:3][C:2]([CH3:1])=[CH:7][N:6]=4)=[O:10])[CH2:53][C:51]=3[N:52]=2)=[CH:45][CH:46]=1)=[O:39])[CH3:36], predict the reactants needed to synthesize it. (5) Given the product [C:11]([C:6]1([OH:10])[CH2:7][CH2:8][CH2:9][CH:5]1[OH:4])#[CH:12], predict the reactants needed to synthesize it. The reactants are: C([O:4][CH:5]1[CH2:9][CH2:8][CH2:7][C:6]1([C:11]#[CH:12])[OH:10])(=O)C.[OH-].[Na+].Cl. (6) Given the product [CH2:35]1[C:34]2[C:29](=[CH:30][CH:31]=[CH:32][CH:33]=2)[CH2:28][CH:27]1[O:1][C:2]1[CH:3]=[C:4]([C:10]2[O:11][CH:12]=[C:13]([CH2:15][NH:16][C:17](=[O:25])[C:18]3[C:23]([CH3:24])=[CH:22][CH:21]=[CH:20][N:19]=3)[N:14]=2)[CH:5]=[CH:6][C:7]=1[O:8][CH3:9], predict the reactants needed to synthesize it. The reactants are: [OH:1][C:2]1[CH:3]=[C:4]([C:10]2[O:11][CH:12]=[C:13]([CH2:15][NH:16][C:17](=[O:25])[C:18]3[C:23]([CH3:24])=[CH:22][CH:21]=[CH:20][N:19]=3)[N:14]=2)[CH:5]=[CH:6][C:7]=1[O:8][CH3:9].O[CH:27]1[CH2:35][C:34]2[C:29](=[CH:30][CH:31]=[CH:32][CH:33]=2)[CH2:28]1.N(C(OC(C)C)=O)=NC(OC(C)C)=O.C(P(CCCC)CCCC)CCC.